From a dataset of Catalyst prediction with 721,799 reactions and 888 catalyst types from USPTO. Predict which catalyst facilitates the given reaction. (1) Product: [Br:13][C:9]1[C:8]2[O:14][CH2:15][CH2:16][C:7]=2[CH:12]=[CH:11][CH:10]=1. The catalyst class is: 134. Reactant: [Li]CCCC.Br[C:7]1[CH:12]=[CH:11][CH:10]=[C:9]([Br:13])[C:8]=1[O:14][CH2:15][CH2:16]Br.O.C(OCC)(=O)C. (2) Reactant: Br[C:2]1[CH:3]=[C:4]([CH:36]=[CH:37][C:38]=1[Cl:39])[C:5]([N:7]([CH:9]1[CH:13]([C:14]2[CH:19]=[CH:18][C:17]([Cl:20])=[C:16]([Cl:21])[CH:15]=2)[CH2:12][N:11]([C:22]([CH:24]2[CH2:29][CH2:28][N:27]([C:30]([C:32]3([CH3:35])[CH2:34][CH2:33]3)=[O:31])[CH2:26][CH2:25]2)=[O:23])[CH2:10]1)[CH3:8])=[O:6].[CH2:40]([Zn]CC)[CH3:41]. Product: [Cl:39][C:38]1[CH:37]=[CH:36][C:4]([C:5]([N:7]([CH:9]2[CH:13]([C:14]3[CH:19]=[CH:18][C:17]([Cl:20])=[C:16]([Cl:21])[CH:15]=3)[CH2:12][N:11]([C:22]([CH:24]3[CH2:29][CH2:28][N:27]([C:30]([C:32]4([CH3:35])[CH2:34][CH2:33]4)=[O:31])[CH2:26][CH2:25]3)=[O:23])[CH2:10]2)[CH3:8])=[O:6])=[CH:3][C:2]=1[CH2:40][CH3:41]. The catalyst class is: 176. (3) Reactant: [F:1][C:2]1[CH:7]=[CH:6][C:5]([CH2:8][CH2:9][CH2:10][NH2:11])=[CH:4][CH:3]=1.[C:12](O[C:12]([O:14][C:15]([CH3:18])([CH3:17])[CH3:16])=[O:13])([O:14][C:15]([CH3:18])([CH3:17])[CH3:16])=[O:13].C([O-])(O)=O.[Na+]. Product: [C:15]([O:14][C:12](=[O:13])[NH:11][CH2:10][CH2:9][CH2:8][C:5]1[CH:4]=[CH:3][C:2]([F:1])=[CH:7][CH:6]=1)([CH3:18])([CH3:17])[CH3:16]. The catalyst class is: 38. (4) Reactant: [C:1]([O:5][C:6]([NH:8][C@H:9]1[CH2:14][CH2:13][C@H:12]([N:15]([CH2:34][CH3:35])[C:16]2[C:17]([CH3:33])=[C:18]([C:29]([O:31][CH3:32])=[O:30])[CH:19]=[C:20]([C:22]3[CH:27]=[CH:26][C:25]([OH:28])=[CH:24][CH:23]=3)[CH:21]=2)[CH2:11][CH2:10]1)=[O:7])([CH3:4])([CH3:3])[CH3:2].C(=O)([O-])[O-].[Cs+].[Cs+].Br[CH2:43][CH2:44][O:45][CH3:46]. Product: [C:1]([O:5][C:6]([NH:8][C@H:9]1[CH2:14][CH2:13][C@H:12]([N:15]([CH2:34][CH3:35])[C:16]2[C:17]([CH3:33])=[C:18]([C:29]([O:31][CH3:32])=[O:30])[CH:19]=[C:20]([C:22]3[CH:23]=[CH:24][C:25]([O:28][CH2:43][CH2:44][O:45][CH3:46])=[CH:26][CH:27]=3)[CH:21]=2)[CH2:11][CH2:10]1)=[O:7])([CH3:4])([CH3:3])[CH3:2]. The catalyst class is: 10. (5) Reactant: C1(=O)[N:5]([CH2:6][CH2:7][O:8][C@@H:9]2[C@H:13]([OH:14])[C@@H:12]([CH2:15][O:16][C:17]([C:34]3[CH:39]=[CH:38][CH:37]=[CH:36][CH:35]=3)([C:26]3[CH:31]=[CH:30][C:29]([O:32][CH3:33])=[CH:28][CH:27]=3)[C:18]3[CH:23]=[CH:22][C:21]([O:24][CH3:25])=[CH:20][CH:19]=3)[O:11][C@H:10]2[N:40]2[CH:47]=[C:46]([CH3:48])[C:44](=[O:45])[NH:43][C:41]2=[O:42])C(=O)C2=CC=CC=C12.NN. Product: [CH3:7][OH:8].[OH-:8].[NH4+:5].[NH2:5][CH2:6][CH2:7][O:8][C@@H:9]1[C@H:13]([OH:14])[C@@H:12]([CH2:15][O:16][C:17]([C:34]2[CH:39]=[CH:38][CH:37]=[CH:36][CH:35]=2)([C:18]2[CH:19]=[CH:20][C:21]([O:24][CH3:25])=[CH:22][CH:23]=2)[C:26]2[CH:31]=[CH:30][C:29]([O:32][CH3:33])=[CH:28][CH:27]=2)[O:11][C@H:10]1[N:40]1[CH:47]=[C:46]([CH3:48])[C:44](=[O:45])[NH:43][C:41]1=[O:42]. The catalyst class is: 5. (6) Reactant: [F:1][C:2]1[C:8]([F:9])=[C:7](Br)[C:6]([F:11])=[C:5]([F:12])[C:3]=1[NH2:4].[CH3:13][O:14][C:15]1[CH:16]=[C:17](B(O)O)[CH:18]=[CH:19][CH:20]=1.C1(P(C2C=CC=CC=2)C2C=CC=CC=2)C=CC=CC=1.C(=O)([O-])[O-].[K+].[K+]. Product: [F:1][C:2]1[C:8]([F:9])=[C:7]([C:19]2[CH:18]=[CH:17][CH:16]=[C:15]([O:14][CH3:13])[CH:20]=2)[C:6]([F:11])=[C:5]([F:12])[C:3]=1[NH2:4]. The catalyst class is: 57.